From a dataset of NCI-60 drug combinations with 297,098 pairs across 59 cell lines. Regression. Given two drug SMILES strings and cell line genomic features, predict the synergy score measuring deviation from expected non-interaction effect. (1) Drug 1: C1CC(=O)NC(=O)C1N2CC3=C(C2=O)C=CC=C3N. Drug 2: C1=C(C(=O)NC(=O)N1)F. Cell line: HT29. Synergy scores: CSS=53.9, Synergy_ZIP=5.10, Synergy_Bliss=-1.98, Synergy_Loewe=-10.9, Synergy_HSA=0.221. (2) Drug 1: CC1=C(C=C(C=C1)C(=O)NC2=CC(=CC(=C2)C(F)(F)F)N3C=C(N=C3)C)NC4=NC=CC(=N4)C5=CN=CC=C5. Drug 2: CC(C)CN1C=NC2=C1C3=CC=CC=C3N=C2N. Cell line: OVCAR-5. Synergy scores: CSS=-1.48, Synergy_ZIP=0.619, Synergy_Bliss=-0.283, Synergy_Loewe=-5.30, Synergy_HSA=-3.67. (3) Drug 1: CS(=O)(=O)C1=CC(=C(C=C1)C(=O)NC2=CC(=C(C=C2)Cl)C3=CC=CC=N3)Cl. Drug 2: CN1CCC(CC1)COC2=C(C=C3C(=C2)N=CN=C3NC4=C(C=C(C=C4)Br)F)OC. Cell line: HOP-92. Synergy scores: CSS=14.2, Synergy_ZIP=-4.26, Synergy_Bliss=-0.461, Synergy_Loewe=-7.45, Synergy_HSA=0.0159. (4) Drug 1: CC1=C(C=C(C=C1)NC(=O)C2=CC=C(C=C2)CN3CCN(CC3)C)NC4=NC=CC(=N4)C5=CN=CC=C5. Drug 2: B(C(CC(C)C)NC(=O)C(CC1=CC=CC=C1)NC(=O)C2=NC=CN=C2)(O)O. Cell line: ACHN. Synergy scores: CSS=53.5, Synergy_ZIP=4.90, Synergy_Bliss=2.66, Synergy_Loewe=-31.8, Synergy_HSA=-5.93. (5) Drug 1: CC1=C(C(=CC=C1)Cl)NC(=O)C2=CN=C(S2)NC3=CC(=NC(=N3)C)N4CCN(CC4)CCO. Drug 2: CN(C(=O)NC(C=O)C(C(C(CO)O)O)O)N=O. Cell line: U251. Synergy scores: CSS=-0.506, Synergy_ZIP=-1.08, Synergy_Bliss=-2.60, Synergy_Loewe=-1.39, Synergy_HSA=-2.58. (6) Drug 1: CN(C)N=NC1=C(NC=N1)C(=O)N. Drug 2: CC1C(C(CC(O1)OC2CC(CC3=C2C(=C4C(=C3O)C(=O)C5=C(C4=O)C(=CC=C5)OC)O)(C(=O)CO)O)N)O.Cl. Cell line: UACC62. Synergy scores: CSS=53.5, Synergy_ZIP=-4.80, Synergy_Bliss=-2.09, Synergy_Loewe=-15.9, Synergy_HSA=0.819. (7) Drug 1: C1=CC(=CC=C1CCCC(=O)O)N(CCCl)CCCl. Drug 2: C1CN1P(=S)(N2CC2)N3CC3. Cell line: NCI-H460. Synergy scores: CSS=40.3, Synergy_ZIP=-11.0, Synergy_Bliss=-6.69, Synergy_Loewe=-14.5, Synergy_HSA=-3.98. (8) Drug 1: CC1=C2C(C(=O)C3(C(CC4C(C3C(C(C2(C)C)(CC1OC(=O)C(C(C5=CC=CC=C5)NC(=O)OC(C)(C)C)O)O)OC(=O)C6=CC=CC=C6)(CO4)OC(=O)C)O)C)O. Drug 2: CCN(CC)CCNC(=O)C1=C(NC(=C1C)C=C2C3=C(C=CC(=C3)F)NC2=O)C. Cell line: SR. Synergy scores: CSS=29.0, Synergy_ZIP=9.42, Synergy_Bliss=11.4, Synergy_Loewe=12.6, Synergy_HSA=9.76. (9) Drug 1: CN(CC1=CN=C2C(=N1)C(=NC(=N2)N)N)C3=CC=C(C=C3)C(=O)NC(CCC(=O)O)C(=O)O. Drug 2: CN(CCCl)CCCl.Cl. Cell line: COLO 205. Synergy scores: CSS=44.8, Synergy_ZIP=-6.39, Synergy_Bliss=-4.65, Synergy_Loewe=-12.4, Synergy_HSA=-0.159. (10) Drug 1: C1CN1P(=S)(N2CC2)N3CC3. Drug 2: CCC1=C2CN3C(=CC4=C(C3=O)COC(=O)C4(CC)O)C2=NC5=C1C=C(C=C5)O. Cell line: NCI-H460. Synergy scores: CSS=53.1, Synergy_ZIP=0.992, Synergy_Bliss=4.69, Synergy_Loewe=-9.23, Synergy_HSA=5.92.